From a dataset of Catalyst prediction with 721,799 reactions and 888 catalyst types from USPTO. Predict which catalyst facilitates the given reaction. (1) Reactant: [CH2:1]([S:11]([OH:14])(=[O:13])=[O:12])[CH2:2][S:3][S:4][CH2:5][CH2:6][S:7]([OH:10])(=[O:9])=[O:8].[NH2:15][C@H:16]([C:24]([OH:26])=[O:25])[CH2:17][CH2:18][CH2:19][NH:20][C:21](=[NH:23])[NH2:22].CC(C)=O. Product: [CH2:1]([S:11]([OH:14])(=[O:13])=[O:12])[CH2:2][S:3][S:4][CH2:5][CH2:6][S:7]([OH:10])(=[O:8])=[O:9].[NH2:15][C@H:16]([C:24]([OH:26])=[O:25])[CH2:17][CH2:18][CH2:19][NH:20][C:21](=[NH:22])[NH2:23].[NH2:15][C@H:16]([C:24]([OH:26])=[O:25])[CH2:17][CH2:18][CH2:19][NH:20][C:21](=[NH:22])[NH2:23]. The catalyst class is: 6. (2) Reactant: [OH:1][C:2]1[CH:3]=[C:4]([CH2:8][CH:9]([O:15][CH:16]([CH3:18])[CH3:17])[C:10]([O:12][CH2:13][CH3:14])=[O:11])[CH:5]=[CH:6][CH:7]=1.C(N(CC)CC)C.[F:26][C:27]([F:46])([F:45])[S:28](N([S:28]([C:27]([F:46])([F:45])[F:26])(=[O:30])=[O:29])C1C=CC=CC=1)(=[O:30])=[O:29]. Product: [CH:16]([O:15][CH:9]([CH2:8][C:4]1[CH:5]=[CH:6][CH:7]=[C:2]([O:1][S:28]([C:27]([F:46])([F:45])[F:26])(=[O:30])=[O:29])[CH:3]=1)[C:10]([O:12][CH2:13][CH3:14])=[O:11])([CH3:17])[CH3:18]. The catalyst class is: 112. (3) Reactant: Br[C:2]1[CH:3]=[CH:4][C:5]2[C@H:10]([CH2:11][CH2:12][OH:13])[O:9][CH2:8][CH2:7][C:6]=2[CH:14]=1.[Cu][C:16]#[N:17].C(N)CN. Product: [OH:13][CH2:12][CH2:11][C@H:10]1[C:5]2[CH:4]=[CH:3][C:2]([C:16]#[N:17])=[CH:14][C:6]=2[CH2:7][CH2:8][O:9]1. The catalyst class is: 122. (4) Reactant: C(OC(=O)[N:7]([CH2:19][CH2:20][CH2:21][CH2:22][O:23][CH3:24])[C:8]1[CH:13]=[CH:12][CH:11]=[C:10]([O:14][CH3:15])[C:9]=1[N+:16]([O-:18])=[O:17])(C)(C)C.C(OCC)(=O)C.Cl. Product: [CH3:15][O:14][C:10]1[C:9]([N+:16]([O-:18])=[O:17])=[C:8]([CH:13]=[CH:12][CH:11]=1)[NH:7][CH2:19][CH2:20][CH2:21][CH2:22][O:23][CH3:24]. The catalyst class is: 13. (5) Reactant: [Cl:1][C:2]1[N:3]=[C:4]([N:12]2[CH2:16][CH2:15][C@H:14]([N:17]([CH3:25])C(=O)OC(C)(C)C)[CH2:13]2)[C:5]2[N:11]=[CH:10][CH:9]=[CH:8][C:6]=2[N:7]=1.[NH2:26][C:27]1[CH:28]=[C:29]([CH:32]=[C:33]([NH2:35])[CH:34]=1)[C:30]#[N:31].C(=O)([O-])[O-].[Cs+].[Cs+]. The catalyst class is: 584. Product: [ClH:1].[ClH:1].[NH2:26][C:27]1[CH:28]=[C:29]([CH:32]=[C:33]([NH:35][C:2]2[N:3]=[C:4]([N:12]3[CH2:16][CH2:15][C@H:14]([NH:17][CH3:25])[CH2:13]3)[C:5]3[N:11]=[CH:10][CH:9]=[CH:8][C:6]=3[N:7]=2)[CH:34]=1)[C:30]#[N:31]. (6) Reactant: [CH2:1]([N:3]([CH2:30][CH3:31])[CH2:4][CH2:5][NH:6][C:7]([C:9]1[C:17]2[CH2:16][CH2:15][CH2:14]/[C:13](=[C:18]3/[C:19](=[O:28])[NH:20][C:21]4[C:26]/3=[CH:25][C:24]([F:27])=[CH:23][CH:22]=4)/[C:12]=2[NH:11][C:10]=1[CH3:29])=[O:8])[CH3:2].C(#N)C.[S:35](=[O:39])(=[O:38])([OH:37])[OH:36]. Product: [S:35]([OH:39])([OH:38])(=[O:37])=[O:36].[CH2:30]([N:3]([CH2:1][CH3:2])[CH2:4][CH2:5][NH:6][C:7]([C:9]1[C:17]2[CH2:16][CH2:15][CH2:14]/[C:13](=[C:18]3/[C:19](=[O:28])[NH:20][C:21]4[C:26]/3=[CH:25][C:24]([F:27])=[CH:23][CH:22]=4)/[C:12]=2[NH:11][C:10]=1[CH3:29])=[O:8])[CH3:31]. The catalyst class is: 4. (7) Product: [S:18](=[O:20])(=[O:19])([O:13][CH:4]([CH2:3][CH:2]([CH3:14])[CH3:1])[CH2:5][CH2:6][C:7]1[CH:12]=[CH:11][CH:10]=[CH:9][CH:8]=1)[NH2:21]. Reactant: [CH3:1][CH:2]([CH3:14])[CH2:3][CH:4]([OH:13])[CH2:5][CH2:6][C:7]1[CH:12]=[CH:11][CH:10]=[CH:9][CH:8]=1.[H-].[Na+].Cl[S:18]([N:21]=C=O)(=[O:20])=[O:19].C(O)=O. The catalyst class is: 705. (8) Reactant: C1C=C[NH+]=CC=1.[O-][Cr](Cl)(=O)=O.[F:12][C:13]1[CH:18]=[CH:17][C:16]([CH2:19][CH2:20][OH:21])=[CH:15][CH:14]=1.C(OCC)C. Product: [F:12][C:13]1[CH:18]=[CH:17][C:16]([CH2:19][CH:20]=[O:21])=[CH:15][CH:14]=1. The catalyst class is: 2.